This data is from Forward reaction prediction with 1.9M reactions from USPTO patents (1976-2016). The task is: Predict the product of the given reaction. (1) Given the reactants Br.[NH2:2][C@H:3]1[CH2:12][C:11]2[CH:10]=[C:9]([OH:13])[CH:8]=[CH:7][C:6]=2[CH2:5][CH2:4]1.Cl[C:15]1[CH:24]=[CH:23][N:22]=[C:21]2[C:16]=1[CH2:17][CH2:18][C:19](=[O:25])[NH:20]2.C(=O)([O-])[O-].[Cs+].[Cs+], predict the reaction product. The product is: [NH2:2][C@H:3]1[CH2:12][C:11]2[CH:10]=[C:9]([O:13][C:15]3[CH:24]=[CH:23][N:22]=[C:21]4[C:16]=3[CH2:17][CH2:18][C:19](=[O:25])[NH:20]4)[CH:8]=[CH:7][C:6]=2[CH2:5][CH2:4]1. (2) Given the reactants [NH2:1][C:2]1[CH:7]=[CH:6][CH:5]=[CH:4][C:3]=1[NH:8][CH2:9][CH2:10][NH:11][C:12](=[O:18])[O:13][C:14]([CH3:17])([CH3:16])[CH3:15].[OH2:19].Cl[CH2:21]Cl, predict the reaction product. The product is: [O:19]=[C:21]1[N:8]([CH2:9][CH2:10][NH:11][C:12](=[O:18])[O:13][C:14]([CH3:15])([CH3:17])[CH3:16])[C:3]2[CH:4]=[CH:5][CH:6]=[CH:7][C:2]=2[NH:1]1.